Task: Predict the product of the given reaction.. Dataset: Forward reaction prediction with 1.9M reactions from USPTO patents (1976-2016) (1) Given the reactants C([C:3]1[C:4]([C:16]([NH2:18])=[O:17])=[N:5][N:6]([C:9]2[CH:14]=[CH:13][CH:12]=[C:11](Br)[CH:10]=2)[C:7]=1[CH3:8])C.[F:19][C:20]([F:32])([F:31])[O:21][C:22]1[CH:27]=[CH:26][CH:25]=[CH:24][C:23]=1B(O)O.C(=O)([O-])[O-].[Na+].[Na+], predict the reaction product. The product is: [CH3:8][C:7]1[N:6]([C:9]2[CH:10]=[C:11]([C:23]3[CH:24]=[CH:25][CH:26]=[CH:27][C:22]=3[O:21][C:20]([F:19])([F:32])[F:31])[CH:12]=[CH:13][CH:14]=2)[N:5]=[C:4]([C:16]([NH2:18])=[O:17])[CH:3]=1. (2) Given the reactants Br[C:2]1[CH:7]=[CH:6][C:5]([C:8]([F:11])([F:10])[F:9])=[CH:4][CH:3]=1.[C:12]([O:16][C:17]([N:19]1[CH2:24][CH2:23][NH:22][CH:21]([CH3:25])[CH2:20]1)=[O:18])([CH3:15])([CH3:14])[CH3:13].C1(P(C2CCCCC2)C2C=CC=CC=2C2C=CC=CC=2)CCCCC1.C(OCC)(=O)C, predict the reaction product. The product is: [C:12]([O:16][C:17]([N:19]1[CH2:24][CH2:23][N:22]([C:2]2[CH:7]=[CH:6][C:5]([C:8]([F:11])([F:10])[F:9])=[CH:4][CH:3]=2)[CH:21]([CH3:25])[CH2:20]1)=[O:18])([CH3:15])([CH3:13])[CH3:14]. (3) Given the reactants C(=O)([O-])[O-].[K+].[K+].[Cl:7][C:8]1[CH:13]=[CH:12][C:11]([NH:14][C:15](=[O:24])[C:16]2[CH:21]=[CH:20][C:19]([CH3:22])=[C:18]([OH:23])[CH:17]=2)=[CH:10][CH:9]=1.[CH2:25]([O:27][C:28]([C:30]1[C:31]2[S:39][CH:38]=[C:37]([CH2:40]Br)[C:32]=2[C:33]([Cl:36])=[N:34][CH:35]=1)=[O:29])[CH3:26], predict the reaction product. The product is: [CH2:25]([O:27][C:28]([C:30]1[C:31]2[S:39][CH:38]=[C:37]([CH2:40][O:23][C:18]3[CH:17]=[C:16]([C:15](=[O:24])[NH:14][C:11]4[CH:10]=[CH:9][C:8]([Cl:7])=[CH:13][CH:12]=4)[CH:21]=[CH:20][C:19]=3[CH3:22])[C:32]=2[C:33]([Cl:36])=[N:34][CH:35]=1)=[O:29])[CH3:26].